This data is from Forward reaction prediction with 1.9M reactions from USPTO patents (1976-2016). The task is: Predict the product of the given reaction. Given the reactants [CH2:1]([C:3]1[CH:8]=[CH:7][CH:6]=[CH:5][C:4]=1B(O)O)[CH3:2].[Br:12][C:13]1[CH:18]=[CH:17][CH:16]=[CH:15][C:14]=1[OH:19].CCN(CC)CC, predict the reaction product. The product is: [Br:12][C:13]1[CH:18]=[CH:17][CH:16]=[CH:15][C:14]=1[O:19][C:4]1[CH:5]=[CH:6][CH:7]=[CH:8][C:3]=1[CH2:1][CH3:2].